Dataset: Reaction yield outcomes from USPTO patents with 853,638 reactions. Task: Predict the reaction yield, written as a fraction of the theoretical maximum amount of product (1.0 means a 100% yield; for example, 0.34 means a 34% yield). (1) The reactants are [NH2:1][C:2]1[C:3]2[N:4]([C:8]([C@@H:12]3[CH2:16][CH2:15][CH2:14][N:13]3C(OCC3C=CC=CC=3)=O)=[N:9][C:10]=2Br)[CH:5]=[CH:6][N:7]=1.[CH3:27][C:28]1[CH:33]=[CH:32][N:31]=[C:30]([NH:34][C:35](=[O:51])[C:36]2[CH:41]=[CH:40][C:39](B3OC(C)(C)C(C)(C)O3)=[CH:38][CH:37]=2)[CH:29]=1. No catalyst specified. The product is [NH2:1][C:2]1[C:3]2[N:4]([C:8]([C@@H:12]3[CH2:16][CH2:15][CH2:14][NH:13]3)=[N:9][C:10]=2[C:39]2[CH:40]=[CH:41][C:36]([C:35]([NH:34][C:30]3[CH:29]=[C:28]([CH3:27])[CH:33]=[CH:32][N:31]=3)=[O:51])=[CH:37][CH:38]=2)[CH:5]=[CH:6][N:7]=1. The yield is 0.820. (2) The reactants are [F:1][C:2]1[CH:3]=[C:4]([C:9]2[CH:18]=[N:17][C:16]3[C:15]([C:19]([O:21]C)=[O:20])=[C:14]([O:23]C)[C:13]([C:25]4[CH:30]=[CH:29][C:28]([F:31])=[C:27]([F:32])[CH:26]=4)=[CH:12][C:11]=3[N:10]=2)[CH:5]=[CH:6][C:7]=1[F:8].B(Br)(Br)Br. The catalyst is ClCCl. The product is [F:1][C:2]1[CH:3]=[C:4]([C:9]2[CH:18]=[N:17][C:16]3[C:15]([C:19]([OH:21])=[O:20])=[C:14]([OH:23])[C:13]([C:25]4[CH:30]=[CH:29][C:28]([F:31])=[C:27]([F:32])[CH:26]=4)=[CH:12][C:11]=3[N:10]=2)[CH:5]=[CH:6][C:7]=1[F:8]. The yield is 0.436. (3) The reactants are [CH2:1]([CH:3]([C:9](=O)[CH3:10])[C:4]([O:6][CH2:7][CH3:8])=[O:5])[CH3:2].C([O-])(=O)C.[NH4+:16].N.S([O-])([O-])(=O)=O.[Na+].[Na+]. The catalyst is CO. The product is [NH2:16]/[C:9](/[CH3:10])=[C:3](/[CH2:1][CH3:2])\[C:4]([O:6][CH2:7][CH3:8])=[O:5]. The yield is 0.820. (4) The reactants are [F:1][C:2]1[CH:15]=[C:14]([N+:16]([O-:18])=[O:17])[CH:13]=[CH:12][C:3]=1[O:4][C:5]1[N:10]=[CH:9][N:8]=[C:7]([NH2:11])[CH:6]=1.[CH2:19]([N:21]([CH2:24][CH3:25])[CH2:22][CH3:23])[CH3:20].ClC([O:29][C:30]1C=CC=CC=1)=O.[CH2:36]([N:38](CC)[CH2:39]CCNC)C. The catalyst is O1CCCC1.CN(C)C=O. The product is [F:1][C:2]1[CH:15]=[C:14]([N+:16]([O-:18])=[O:17])[CH:13]=[CH:12][C:3]=1[O:4][C:5]1[N:10]=[CH:9][N:8]=[C:7]([NH:11][C:30](=[O:29])[N:38]([CH2:39][CH2:20][CH2:19][N:21]([CH2:24][CH3:25])[CH2:22][CH3:23])[CH3:36])[CH:6]=1. The yield is 0.662. (5) The reactants are [CH:1]1([C@H:4]2[C@H:13]([CH3:14])[C@@H:12]([NH:15][C:16]3[C:17](=[O:23])[N:18]([CH3:22])[CH:19]=[CH:20][CH:21]=3)[C:11]3[C:6](=[CH:7][CH:8]=[C:9]([C:24]#[N:25])[CH:10]=3)[NH:5]2)[CH2:3][CH2:2]1.OO.C(=O)([O-])[O-:29].[K+].[K+].CS(C)=O. The catalyst is C(Cl)Cl. The product is [CH:1]1([C@H:4]2[C@H:13]([CH3:14])[C@@H:12]([NH:15][C:16]3[C:17](=[O:23])[N:18]([CH3:22])[CH:19]=[CH:20][CH:21]=3)[C:11]3[C:6](=[CH:7][CH:8]=[C:9]([C:24]([NH2:25])=[O:29])[CH:10]=3)[NH:5]2)[CH2:2][CH2:3]1. The yield is 0.770. (6) The reactants are Br[CH2:2][CH2:3][C@H:4]([NH:10][NH:11][C:12]([O:14][C:15]([CH3:18])([CH3:17])[CH3:16])=[O:13])[C:5]([O:7][CH2:8][CH3:9])=[O:6].[Li+].C[Si]([N-][Si](C)(C)C)(C)C. The catalyst is C1COCC1. The product is [N:11]1([C:12]([O:14][C:15]([CH3:18])([CH3:17])[CH3:16])=[O:13])[CH2:2][CH2:3][C@@H:4]([C:5]([O:7][CH2:8][CH3:9])=[O:6])[NH:10]1. The yield is 0.520. (7) The reactants are [CH2:1]([O:3][C:4]([C:6]1([NH:15][C:16](=[O:25])[C:17]2[CH:22]=[CH:21][CH:20]=[C:19]([CH3:23])[C:18]=2I)[CH2:14][C:13]2[C:8](=[CH:9][CH:10]=[CH:11][CH:12]=2)[CH2:7]1)=[O:5])[CH3:2]. The catalyst is O1CCOCC1.C1C=CC(P(C2C=CC=CC=2)[C-]2C=CC=C2)=CC=1.C1C=CC(P(C2C=CC=CC=2)[C-]2C=CC=C2)=CC=1.Cl[Pd]Cl.[Fe+2]. The product is [CH2:1]([O:3][C:4]([C:6]1([NH:15][C:16](=[O:25])[C:17]2[CH:22]=[CH:21][CH:20]=[C:19]([CH3:23])[C:18]=2[CH:4]=[C:6]([CH3:14])[CH3:7])[CH2:14][C:13]2[C:8](=[CH:9][CH:10]=[CH:11][CH:12]=2)[CH2:7]1)=[O:5])[CH3:2]. The yield is 0.780. (8) The reactants are [CH3:1]C([O-])(C)C.[K+].C1COCC1.[CH3:12][O:13][C:14]1[CH:15]=[C:16]([C:22]([C@@H:24]2[C@:33]3([CH3:34])[C@H:28]([C:29]([CH3:36])([CH3:35])[CH2:30][CH2:31][CH2:32]3)[CH2:27][C:26](=O)[C@H:25]2[CH3:38])=[O:23])[CH:17]=[C:18]([O:20][CH3:21])[CH:19]=1.C([O-])(O)=O.[Na+]. The catalyst is CCOC(C)=O. The product is [CH3:38][C@@H:25]1[C:26](=[CH2:1])[CH2:27][C@@H:28]2[C@:33]([CH3:34])([CH2:32][CH2:31][CH2:30][C:29]2([CH3:36])[CH3:35])[C@H:24]1[C:22]([C:16]1[CH:15]=[C:14]([O:13][CH3:12])[CH:19]=[C:18]([O:20][CH3:21])[CH:17]=1)=[O:23]. The yield is 0.870. (9) The reactants are [C:1]([C:4]1[C:9](=[O:10])[C:8]([CH3:11])=[CH:7][N:6]([C:12]2[CH:17]=[CH:16][CH:15]=[C:14]([C:18]([F:21])([F:20])[F:19])[CH:13]=2)[N:5]=1)(=[O:3])[CH3:2].CO[CH:24](OC)[N:25]([CH3:27])[CH3:26]. No catalyst specified. The product is [CH3:24][N:25]([CH3:27])[CH:26]=[CH:2][C:1]([C:4]1[C:9](=[O:10])[C:8]([CH3:11])=[CH:7][N:6]([C:12]2[CH:17]=[CH:16][CH:15]=[C:14]([C:18]([F:20])([F:21])[F:19])[CH:13]=2)[N:5]=1)=[O:3]. The yield is 0.870. (10) The reactants are [CH:1]1([N:7]([CH:18]2[CH2:23][CH2:22][CH2:21][CH2:20][CH2:19]2)[C:8]([NH:10][C:11]2[S:12][C:13]([CH:16]=O)=[CH:14][N:15]=2)=[O:9])[CH2:6][CH2:5][CH2:4][CH2:3][CH2:2]1.Cl.[CH2:25]([S:27]([N:30]1[CH2:35][CH2:34][NH:33][CH2:32][CH2:31]1)(=[O:29])=[O:28])[CH3:26].C(O[BH-](OC(=O)C)OC(=O)C)(=O)C.[Na+]. No catalyst specified. The product is [CH:1]1([N:7]([CH:18]2[CH2:23][CH2:22][CH2:21][CH2:20][CH2:19]2)[C:8]([NH:10][C:11]2[S:12][C:13]([CH2:16][N:33]3[CH2:32][CH2:31][N:30]([S:27]([CH2:25][CH3:26])(=[O:28])=[O:29])[CH2:35][CH2:34]3)=[CH:14][N:15]=2)=[O:9])[CH2:6][CH2:5][CH2:4][CH2:3][CH2:2]1. The yield is 0.440.